Predict the reactants needed to synthesize the given product. From a dataset of Full USPTO retrosynthesis dataset with 1.9M reactions from patents (1976-2016). (1) The reactants are: [CH3:1][C:2]1[C:11]2[C:6](=[CH:7][C:8]([C:12]([F:15])([F:14])[F:13])=[CH:9][CH:10]=2)[C:5](=[O:16])O[C:3]=1[C:17]([OH:19])=[O:18].[CH2:20]([NH2:23])[CH2:21][CH3:22].Cl. Given the product [CH3:1][C:2]1[C:11]2[C:6](=[CH:7][C:8]([C:12]([F:15])([F:14])[F:13])=[CH:9][CH:10]=2)[C:5](=[O:16])[N:23]([CH2:20][CH2:21][CH3:22])[C:3]=1[C:17]([OH:19])=[O:18], predict the reactants needed to synthesize it. (2) Given the product [ClH:5].[CH3:39][N:25]([CH3:24])[CH2:26][CH2:33][CH2:31][N:30]=[C:28]=[N:29][CH2:3][CH3:4], predict the reactants needed to synthesize it. The reactants are: [OH-].[Na+].[CH2:3](Cl)[CH2:4][Cl:5].C(O)(=O)CC[C@H](NC(C1C=CC(NCC2N=[C:33]3[C:26](N=[C:28]([NH:30][C:31]3=O)[NH2:29])=[N:25][CH:24]=2)=CC=1)=O)C(O)=O.[CH3:39]S(C)=O. (3) Given the product [Cl:20][C:10]1[N:11]=[C:12]([C:14]2[CH:15]=[N:16][CH:17]=[CH:18][CH:19]=2)[S:13][C:9]=1[C:23]1[CH:22]=[N:21][CH:26]=[CH:25][CH:24]=1, predict the reactants needed to synthesize it. The reactants are: C1(C)C=CC=CC=1.Br[C:9]1[S:13][C:12]([C:14]2[CH:15]=[N:16][CH:17]=[CH:18][CH:19]=2)=[N:11][C:10]=1[Cl:20].[N:21]1[CH:26]=[CH:25][CH:24]=[C:23](B(O)O)[CH:22]=1.C([O-])([O-])=O.[K+].[K+]. (4) Given the product [N:1]1[CH:6]=[C:5]([C:7]([NH:9][C:10]2([C:14]([OH:16])=[O:15])[CH2:13][CH2:12][CH2:11]2)=[O:8])[CH:4]=[N:3][CH:2]=1, predict the reactants needed to synthesize it. The reactants are: [N:1]1[CH:6]=[C:5]([C:7]([NH:9][C:10]2([C:14]([O:16]CC)=[O:15])[CH2:13][CH2:12][CH2:11]2)=[O:8])[CH:4]=[N:3][CH:2]=1.[OH-].[Na+]. (5) The reactants are: [Br:1][C:2]1[C:3]([NH2:9])=[N:4][CH:5]=[C:6]([Cl:8])[CH:7]=1.Cl[C:11]([C:14]([O:16][CH2:17][CH3:18])=[O:15])=[CH:12][O-].[K+].S(=O)(=O)(O)O. Given the product [Br:1][C:2]1[C:3]2[N:4]([C:11]([C:14]([O:16][CH2:17][CH3:18])=[O:15])=[CH:12][N:9]=2)[CH:5]=[C:6]([Cl:8])[CH:7]=1, predict the reactants needed to synthesize it. (6) Given the product [NH:8]([CH2:23][CH:24]([CH:26]1[CH2:31][CH2:30][C:29]2[CH:32]=[C:33]([F:36])[CH:34]=[CH:35][C:28]=2[O:27]1)[OH:25])[CH2:9][CH:10]([CH:12]1[CH2:17][CH2:16][C:15]2[CH:18]=[C:19]([F:22])[CH:20]=[CH:21][C:14]=2[O:13]1)[OH:11], predict the reactants needed to synthesize it. The reactants are: C1(C[N:8]([CH2:23][CH:24]([CH:26]2[CH2:31][CH2:30][C:29]3[CH:32]=[C:33]([F:36])[CH:34]=[CH:35][C:28]=3[O:27]2)[OH:25])[CH2:9][CH:10]([CH:12]2[CH2:17][CH2:16][C:15]3[CH:18]=[C:19]([F:22])[CH:20]=[CH:21][C:14]=3[O:13]2)[OH:11])C=CC=CC=1. (7) Given the product [CH2:25]([O:15][C@H:12]([C@@H:11]([CH2:16][CH2:17][CH:18]([CH3:19])[CH3:20])[C@@H:9]([O:8][CH2:7][C:6]1[CH:5]=[CH:4][C:3]([O:2][CH3:1])=[CH:22][CH:21]=1)[CH3:10])[CH:13]=[CH2:14])[C:26]1[CH:31]=[CH:30][CH:29]=[CH:28][CH:27]=1, predict the reactants needed to synthesize it. The reactants are: [CH3:1][O:2][C:3]1[CH:22]=[CH:21][C:6]([CH2:7][O:8][C@H:9]([C@H:11]([CH2:16][CH2:17][CH:18]([CH3:20])[CH3:19])[C@@H:12]([OH:15])[CH:13]=[CH2:14])[CH3:10])=[CH:5][CH:4]=1.[H-].[Na+].[CH2:25](Br)[C:26]1[CH:31]=[CH:30][CH:29]=[CH:28][CH:27]=1. (8) Given the product [O:31]=[C:30]1[N:32]=[C:33]([NH:34][C:13]([C:12]2[S:11][C:10]([N:16]3[C:20]4[CH:21]=[C:22]([O:27][CH3:28])[C:23]([O:25][CH3:26])=[CH:24][C:19]=4[N:18]=[CH:17]3)=[N:9][C:8]=2[C:4]2[CH:5]=[CH:6][CH:7]=[C:2]([Cl:1])[CH:3]=2)=[O:14])[CH:35]=[CH:36][NH:29]1, predict the reactants needed to synthesize it. The reactants are: [Cl:1][C:2]1[CH:3]=[C:4]([C:8]2[N:9]=[C:10]([N:16]3[C:20]4[CH:21]=[C:22]([O:27][CH3:28])[C:23]([O:25][CH3:26])=[CH:24][C:19]=4[N:18]=[CH:17]3)[S:11][C:12]=2[C:13](O)=[O:14])[CH:5]=[CH:6][CH:7]=1.[NH:29]1[CH:36]=[CH:35][C:33]([NH2:34])=[N:32][C:30]1=[O:31].